This data is from Catalyst prediction with 721,799 reactions and 888 catalyst types from USPTO. The task is: Predict which catalyst facilitates the given reaction. (1) Reactant: [N:1]1([C:10]2[O:11][C:12]([CH2:22][CH2:23][C:24]([N:26]3[CH2:30][CH2:29][S:28][CH2:27]3)=[O:25])=[C:13]([C:15]3[CH:20]=[CH:19][C:18]([Cl:21])=[CH:17][CH:16]=3)[N:14]=2)[C:5]2[CH:6]=[CH:7][CH:8]=[CH:9][C:4]=2[N:3]=[CH:2]1.[O:31]1CCCC1.ClC1C=CC=C(C(OO)=O)C=1. Product: [N:1]1([C:10]2[O:11][C:12]([CH2:22][CH2:23][C:24]([N:26]3[CH2:30][CH2:29][S:28](=[O:31])[CH2:27]3)=[O:25])=[C:13]([C:15]3[CH:20]=[CH:19][C:18]([Cl:21])=[CH:17][CH:16]=3)[N:14]=2)[C:5]2[CH:6]=[CH:7][CH:8]=[CH:9][C:4]=2[N:3]=[CH:2]1. The catalyst class is: 6. (2) Reactant: Br[C:2]1[C:3]([CH3:8])=[N:4][O:5][C:6]=1[CH3:7].C([Li])CCC.[B:14](OC(C)C)([O:19]C(C)C)[O:15]C(C)C. Product: [CH3:8][C:3]1[C:2]([B:14]([OH:19])[OH:15])=[C:6]([CH3:7])[O:5][N:4]=1. The catalyst class is: 1. (3) Reactant: Cl.Cl.[C:3]([C:7]1[CH:12]=[C:11]([CH3:13])[CH:10]=[CH:9][C:8]=1[N:14]1[CH2:19][CH2:18][NH:17][CH2:16][CH2:15]1)([CH3:6])([CH3:5])[CH3:4].[CH2:20]([O:22][C:23](=[O:28])[CH2:24][C:25](O)=[O:26])[CH3:21].CCN=C=NCCCN(C)C.C1C=CC2N(O)N=NC=2C=1.C(N(CC)CC)C.C(=O)([O-])O.[Na+]. Product: [C:3]([C:7]1[CH:12]=[C:11]([CH3:13])[CH:10]=[CH:9][C:8]=1[N:14]1[CH2:15][CH2:16][N:17]([C:25](=[O:26])[CH2:24][C:23]([O:22][CH2:20][CH3:21])=[O:28])[CH2:18][CH2:19]1)([CH3:6])([CH3:4])[CH3:5]. The catalyst class is: 10. (4) Reactant: C(OC([N:8]([C:16]1[C:21]([C:22]2[O:26][N:25]=[C:24]([C:27]3[CH:32]=[CH:31][C:30]([CH2:33][N:34](C(OC(C)(C)C)=O)[CH:35]4[CH2:40][CH2:39][O:38][CH2:37][CH2:36]4)=[CH:29][CH:28]=3)[CH:23]=2)=[N:20][C:19]([C:48]2[CH:53]=[CH:52][C:51]([S:54]([CH:57]([CH3:59])[CH3:58])(=[O:56])=[O:55])=[CH:50][CH:49]=2)=[CH:18][N:17]=1)C(=O)OC(C)(C)C)=O)(C)(C)C.C(O)(C(F)(F)F)=O.[OH-].[Na+]. Product: [CH:57]([S:54]([C:51]1[CH:52]=[CH:53][C:48]([C:19]2[N:20]=[C:21]([C:22]3[O:26][N:25]=[C:24]([C:27]4[CH:32]=[CH:31][C:30]([CH2:33][NH:34][CH:35]5[CH2:36][CH2:37][O:38][CH2:39][CH2:40]5)=[CH:29][CH:28]=4)[CH:23]=3)[C:16]([NH2:8])=[N:17][CH:18]=2)=[CH:49][CH:50]=1)(=[O:56])=[O:55])([CH3:59])[CH3:58]. The catalyst class is: 497. (5) Reactant: O=[C:2]1[CH2:7][CH2:6][CH:5]([C:8]([OH:10])=[O:9])[CH2:4][CH2:3]1.Cl.[Cl:12][C:13]1[CH:18]=[CH:17][CH:16]=[CH:15][C:14]=1[NH:19]N. Product: [Cl:12][C:13]1[CH:18]=[CH:17][CH:16]=[C:15]2[C:14]=1[NH:19][C:2]1[CH2:7][CH2:6][CH:5]([C:8]([OH:10])=[O:9])[CH2:4][C:3]2=1. The catalyst class is: 15. (6) Reactant: [CH2:1]=[C:2]1[CH2:5][CH:4]([CH2:6][O:7][CH2:8][C:9]2[CH:14]=[CH:13][CH:12]=[CH:11][CH:10]=2)[CH2:3]1.B1C2CCCC1CCC2.[OH-:24].[Na+].OO.Cl.[NH4+].[Cl-]. Product: [OH:24][CH2:1][CH:2]1[CH2:5][CH:4]([CH2:6][O:7][CH2:8][C:9]2[CH:10]=[CH:11][CH:12]=[CH:13][CH:14]=2)[CH2:3]1. The catalyst class is: 90. (7) Reactant: [C:1]([C:5]1[CH:34]=[C:8]2[N:9]=[C:10]([CH3:33])[C:11]([CH:25](CCC)[C:26]([O:28]C)=[O:27])=[C:12]([C:13]3[C:23]4[C:24]5[C:16]([CH2:17][CH2:18][C:19]=5[CH:20]=[CH:21][CH:22]=4)=[CH:15][CH:14]=3)[N:7]2[N:6]=1)([CH3:4])([CH3:3])[CH3:2].[OH-].[Na+]. Product: [C:1]([C:5]1[CH:34]=[C:8]2[N:9]=[C:10]([CH3:33])[C:11]([CH2:25][C:26]([OH:28])=[O:27])=[C:12]([C:13]3[C:23]4[C:24]5[C:16]([CH2:17][CH2:18][C:19]=5[CH:20]=[CH:21][CH:22]=4)=[CH:15][CH:14]=3)[N:7]2[N:6]=1)([CH3:4])([CH3:3])[CH3:2]. The catalyst class is: 5. (8) Reactant: [H-].[H-].[H-].[H-].[Li+].[Al+3].[C:7]([C:10]1[CH:11]=[N:12][C:13]2[C:18]([C:19]=1[NH:20][C:21]1[CH:26]=[CH:25][CH:24]=[C:23]([O:27][CH3:28])[CH:22]=1)=[CH:17][C:16]([S:29]([C:32]1[CH:33]=[C:34]([CH:39]=[CH:40][CH:41]=1)[C:35](OC)=[O:36])(=[O:31])=[O:30])=[CH:15][C:14]=2[CH3:42])(=[O:9])[NH2:8].O.[OH-].[Na+]. Product: [OH:36][CH2:35][C:34]1[CH:33]=[C:32]([S:29]([C:16]2[CH:17]=[C:18]3[C:13](=[C:14]([CH3:42])[CH:15]=2)[N:12]=[CH:11][C:10]([C:7]([NH2:8])=[O:9])=[C:19]3[NH:20][C:21]2[CH:26]=[CH:25][CH:24]=[C:23]([O:27][CH3:28])[CH:22]=2)(=[O:31])=[O:30])[CH:41]=[CH:40][CH:39]=1. The catalyst class is: 1. (9) Reactant: [C:1]1([CH3:15])[CH:6]=[CH:5][CH:4]=[C:3]([C:7]2[O:11][CH:10]=[N:9][C:8]=2[C:12]([OH:14])=O)[CH:2]=1.CN(C(ON1N=NC2C=CC=CC1=2)=[N+](C)C)C.[B-](F)(F)(F)F.CCN(C(C)C)C(C)C.[NH2:47][C:48]1[C:49]([CH3:57])=[N:50][N:51]([CH2:54][CH2:55][OH:56])[C:52]=1[CH3:53]. Product: [OH:56][CH2:55][CH2:54][N:51]1[C:52]([CH3:53])=[C:48]([NH:47][C:12]([C:8]2[N:9]=[CH:10][O:11][C:7]=2[C:3]2[CH:2]=[C:1]([CH3:15])[CH:6]=[CH:5][CH:4]=2)=[O:14])[C:49]([CH3:57])=[N:50]1. The catalyst class is: 34.